This data is from Full USPTO retrosynthesis dataset with 1.9M reactions from patents (1976-2016). The task is: Predict the reactants needed to synthesize the given product. Given the product [Cl:1][C:2]1[CH:10]=[C:9]([C:11]2[O:12][CH:13]=[CH:14][N:15]=2)[CH:8]=[CH:7][C:3]=1[C:4]([Cl:25])=[O:5], predict the reactants needed to synthesize it. The reactants are: [Cl:1][C:2]1[CH:10]=[C:9]([C:11]2[O:12][CH:13]=[CH:14][N:15]=2)[CH:8]=[CH:7][C:3]=1[C:4](O)=[O:5].CN1CCCC1=O.S(Cl)([Cl:25])=O.